This data is from Forward reaction prediction with 1.9M reactions from USPTO patents (1976-2016). The task is: Predict the product of the given reaction. (1) Given the reactants Cl[C:2]1[N:11]=[CH:10][C:9]([C:12]([F:15])([F:14])[F:13])=[CH:8][C:3]=1[C:4]([O:6][CH3:7])=[O:5].Cl.[F:17][C:18]1([F:23])[CH2:21][CH:20]([NH2:22])[CH2:19]1.C(N(CC)CC)C.CN(C=O)C, predict the reaction product. The product is: [F:17][C:18]1([F:23])[CH2:21][CH:20]([NH:22][C:2]2[N:11]=[CH:10][C:9]([C:12]([F:15])([F:14])[F:13])=[CH:8][C:3]=2[C:4]([O:6][CH3:7])=[O:5])[CH2:19]1. (2) Given the reactants B1(C)OC(C2C=CC=CC=2)(C2C=CC=CC=2)[C@@H]2N1CCC2.C1(C)C=CC=CC=1.C[O:30][C:31]([C:33]1[CH:42]=[CH:41][C:40]2[C:39](=[O:43])[CH2:38][CH2:37][CH2:36][C:35]=2[CH:34]=1)=O.CO, predict the reaction product. The product is: [OH:30][CH2:31][C:33]1[CH:34]=[C:35]2[C:40](=[CH:41][CH:42]=1)[C@@H:39]([OH:43])[CH2:38][CH2:37][CH2:36]2.